Dataset: Catalyst prediction with 721,799 reactions and 888 catalyst types from USPTO. Task: Predict which catalyst facilitates the given reaction. (1) Product: [OH:1][C:2]1[CH:3]=[C:4]([CH:8]=[CH:9][CH:10]=1)[C:5]([NH:16][CH3:15])=[O:6]. The catalyst class is: 12. Reactant: [OH:1][C:2]1[CH:3]=[C:4]([CH:8]=[CH:9][CH:10]=1)[C:5](O)=[O:6].O=S(Cl)Cl.[CH3:15][NH2:16].C1COCC1. (2) Reactant: C1(C[O:8][C:9]([NH:11][C:12]2[CH:21]=[C:20]3[C:15]([CH2:16][CH2:17][N:18]([C:22]([O:24][CH2:25][C:26]4[CH:31]=[CH:30][CH:29]=[CH:28][CH:27]=4)=[O:23])[CH2:19]3)=[CH:14][CH:13]=2)=O)C=CC=CC=1.Cl[CH2:33][C@@H:34]([OH:44])[CH2:35][NH:36][C:37](=[O:43])[O:38][C:39]([CH3:42])([CH3:41])[CH3:40].O(C(C)(C)C)[Li]. Product: [CH3:40][C:39]([CH3:42])([O:38][C:37]([NH:36][CH2:35][C@@H:34]1[O:44][C:9](=[O:8])[N:11]([C:12]2[CH:21]=[C:20]3[C:15]([CH2:16][CH2:17][N:18]([C:22]([O:24][CH2:25][C:26]4[CH:31]=[CH:30][CH:29]=[CH:28][CH:27]=4)=[O:23])[CH2:19]3)=[CH:14][CH:13]=2)[CH2:33]1)=[O:43])[CH3:41]. The catalyst class is: 3. (3) Reactant: [C:1]([C:6]1[CH:11]=[CH:10][CH:9]=[CH:8][N:7]=1)#[C:2][CH2:3][CH2:4][CH3:5].[N+:12]([CH:15](C(OC)=O)[C:16]([O:18][CH3:19])=[O:17])([O-])=[O:13].F[P-](F)(F)(F)(F)F.C([N+]1C=CN(C)C=1)CCC. Product: [CH2:3]([C:2]1[C:15]([C:16]([O:18][CH3:19])=[O:17])=[N:12][O:13][C:1]=1[C:6]1[CH:11]=[CH:10][CH:9]=[CH:8][N:7]=1)[CH2:4][CH3:5]. The catalyst class is: 11. (4) Reactant: [Cl:1][C:2]1[CH:7]=[CH:6][C:5]([C:8]2([C:14]([OH:16])=O)[CH2:13][CH2:12][CH2:11][CH2:10][CH2:9]2)=[CH:4][CH:3]=1.[NH2:17][CH2:18][CH2:19][CH2:20][N:21]1[CH2:26][CH2:25][CH:24]([C:27]2[CH:28]=[C:29]([NH:34][C:35](=[O:39])[CH:36]([CH3:38])[CH3:37])[CH:30]=[CH:31][C:32]=2[F:33])[CH2:23][CH2:22]1.Cl. Product: [Cl:1][C:2]1[CH:3]=[CH:4][C:5]([C:8]2([C:14]([NH:17][CH2:18][CH2:19][CH2:20][N:21]3[CH2:22][CH2:23][CH:24]([C:27]4[CH:28]=[C:29]([NH:34][C:35](=[O:39])[CH:36]([CH3:38])[CH3:37])[CH:30]=[CH:31][C:32]=4[F:33])[CH2:25][CH2:26]3)=[O:16])[CH2:9][CH2:10][CH2:11][CH2:12][CH2:13]2)=[CH:6][CH:7]=1. The catalyst class is: 22. (5) Reactant: Br[C:2]1[CH:11]=[N:10][CH:9]=[C:8]2[C:3]=1[CH:4]=[C:5]([C:12]([NH2:14])=[O:13])[CH:6]=[N:7]2.[CH3:15][O:16][C:17]1[CH:18]=[C:19](B(O)O)[CH:20]=[CH:21][CH:22]=1.C(=O)([O-])[O-].[Cs+].[Cs+]. Product: [CH3:15][O:16][C:17]1[CH:22]=[C:21]([C:2]2[CH:11]=[N:10][CH:9]=[C:8]3[C:3]=2[CH:4]=[C:5]([C:12]([NH2:14])=[O:13])[CH:6]=[N:7]3)[CH:20]=[CH:19][CH:18]=1. The catalyst class is: 688.